From a dataset of Reaction yield outcomes from USPTO patents with 853,638 reactions. Predict the reaction yield, written as a fraction of the theoretical maximum amount of product (1.0 means a 100% yield; for example, 0.34 means a 34% yield). (1) The reactants are [Br:1][C:2]1[CH:3]=[C:4]([NH:10][C:11]2[CH:16]=[CH:15][C:14]([N:17]3[CH2:22][CH2:21][NH:20][CH2:19][C:18]3([CH3:24])[CH3:23])=[CH:13][N:12]=2)[C:5](=[O:9])[N:6]([CH3:8])[CH:7]=1.[O:25]1[CH2:28][C:27](=O)[CH2:26]1.[BH3-]C#N.[Na+]. The catalyst is CO.[Cl-].[Zn+2].[Cl-]. The product is [Br:1][C:2]1[CH:3]=[C:4]([NH:10][C:11]2[CH:16]=[CH:15][C:14]([N:17]3[CH2:22][CH2:21][N:20]([CH:27]4[CH2:28][O:25][CH2:26]4)[CH2:19][C:18]3([CH3:24])[CH3:23])=[CH:13][N:12]=2)[C:5](=[O:9])[N:6]([CH3:8])[CH:7]=1. The yield is 0.780. (2) The reactants are Cl[C:2]1[N:7]=[N:6][C:5]([N:8]2[CH2:13][CH2:12][CH:11]([N:14]([CH3:22])[C:15](=[O:21])[O:16][C:17]([CH3:20])([CH3:19])[CH3:18])[CH2:10][CH2:9]2)=[C:4]([CH3:23])[C:3]=1[CH3:24].[C:25]([C:27]1[CH:32]=[CH:31][C:30](B(O)O)=[CH:29][CH:28]=1)#[N:26].C([O-])([O-])=O.[Cs+].[Cs+]. The catalyst is O1CCOCC1.O. The product is [C:25]([C:27]1[CH:32]=[CH:31][C:30]([C:2]2[N:7]=[N:6][C:5]([N:8]3[CH2:13][CH2:12][CH:11]([N:14]([CH3:22])[C:15](=[O:21])[O:16][C:17]([CH3:20])([CH3:19])[CH3:18])[CH2:10][CH2:9]3)=[C:4]([CH3:23])[C:3]=2[CH3:24])=[CH:29][CH:28]=1)#[N:26]. The yield is 0.940. (3) The reactants are Br[C:2]1[CH:3]=[C:4]([NH:13][CH2:14][CH3:15])[C:5]([CH3:12])=[C:6]([CH:11]=1)[C:7]([O:9][CH3:10])=[O:8].CC1(C)C(C)(C)OB([C:24]2[CH:36]=[CH:35][C:27]([CH2:28][N:29]3[CH2:34][CH2:33][O:32][CH2:31][CH2:30]3)=[CH:26][CH:25]=2)O1.C([O-])([O-])=O.[Na+].[Na+]. The catalyst is O1CCOCC1.O.C1C=CC([P]([Pd]([P](C2C=CC=CC=2)(C2C=CC=CC=2)C2C=CC=CC=2)([P](C2C=CC=CC=2)(C2C=CC=CC=2)C2C=CC=CC=2)[P](C2C=CC=CC=2)(C2C=CC=CC=2)C2C=CC=CC=2)(C2C=CC=CC=2)C2C=CC=CC=2)=CC=1. The product is [CH2:14]([NH:13][C:4]1[C:5]([CH3:12])=[C:6]([C:7]([O:9][CH3:10])=[O:8])[CH:11]=[C:2]([C:24]2[CH:25]=[CH:26][C:27]([CH2:28][N:29]3[CH2:34][CH2:33][O:32][CH2:31][CH2:30]3)=[CH:35][CH:36]=2)[CH:3]=1)[CH3:15]. The yield is 0.980. (4) The reactants are [CH3:1][C:2]1[N:7]=[CH:6][C:5]([C:8]2([C:14]([OH:16])=O)[CH2:13][CH2:12][O:11][CH2:10][CH2:9]2)=[CH:4][N:3]=1.Cl.[CH3:18][NH:19][O:20][CH3:21].C1C=CC2N(O)N=NC=2C=1.CCN=C=NCCCN(C)C.Cl.CCN(C(C)C)C(C)C. The catalyst is CN(C=O)C.O. The product is [CH3:21][O:20][N:19]([CH3:18])[C:14]([C:8]1([C:5]2[CH:6]=[N:7][C:2]([CH3:1])=[N:3][CH:4]=2)[CH2:9][CH2:10][O:11][CH2:12][CH2:13]1)=[O:16]. The yield is 0.630. (5) The reactants are [NH2:1][C:2]1[CH:7]=[CH:6][C:5]([NH:8][C:9]2[C:13]([C:14]([NH2:16])=[O:15])=[C:12]([NH:17][CH2:18][C:19]3[CH:24]=[CH:23][C:22]([OH:25])=[CH:21][CH:20]=3)[NH:11][N:10]=2)=[CH:4][CH:3]=1.[C:26]1([CH3:36])[CH:31]=[CH:30][C:29]([S:32](Cl)(=[O:34])=[O:33])=[CH:28][CH:27]=1.O. The catalyst is CN(C=O)C. The product is [OH:25][C:22]1[CH:23]=[CH:24][C:19]([CH2:18][NH:17][C:12]2[NH:11][N:10]=[C:9]([NH:8][C:5]3[CH:4]=[CH:3][C:2]([NH:1][S:32]([C:29]4[CH:30]=[CH:31][C:26]([CH3:36])=[CH:27][CH:28]=4)(=[O:34])=[O:33])=[CH:7][CH:6]=3)[C:13]=2[C:14]([NH2:16])=[O:15])=[CH:20][CH:21]=1. The yield is 0.120. (6) The reactants are C(OC([N:8]1[CH2:13][CH2:12][C:11]([C:16]2[CH:21]=[CH:20][C:19]([Cl:22])=[CH:18][CH:17]=2)([O:14][CH3:15])[CH2:10][CH2:9]1)=O)(C)(C)C.FC(F)(F)C(O)=O. The catalyst is C(Cl)Cl. The product is [Cl:22][C:19]1[CH:20]=[CH:21][C:16]([C:11]2([O:14][CH3:15])[CH2:10][CH2:9][NH:8][CH2:13][CH2:12]2)=[CH:17][CH:18]=1. The yield is 0.970. (7) The reactants are [CH:1](=O)/[CH:2]=[CH:3]/[CH3:4].[C:6]1([S:12]([C:15]#[N:16])(=[O:14])=[O:13])[CH:11]=[CH:10][CH:9]=[CH:8][CH:7]=1.C1(C)C=CC=CC=1.B(OCCCC)(OCCCC)OCCCC. The catalyst is C(O)CCC. The product is [C:6]1([S:12]([C:15]2[CH:4]=[CH:3][CH:2]=[CH:1][N:16]=2)(=[O:13])=[O:14])[CH:7]=[CH:8][CH:9]=[CH:10][CH:11]=1. The yield is 0.890. (8) The reactants are [NH:1]1[CH2:5][CH2:4][NH:3][C:2]1=[O:6].[H-].[Na+].[Cl:9][C:10]1[N:15]=[C:14](Cl)[CH:13]=[CH:12][N:11]=1.O. The catalyst is CN(C=O)C. The product is [Cl:9][C:10]1[N:15]=[C:14]([N:1]2[CH2:5][CH2:4][NH:3][C:2]2=[O:6])[CH:13]=[CH:12][N:11]=1. The yield is 0.131.